The task is: Predict the reactants needed to synthesize the given product.. This data is from Retrosynthesis with 50K atom-mapped reactions and 10 reaction types from USPTO. (1) Given the product CC(C)(C)OC(=O)N1CC[C@@H](OC(=O)[C@](O)(c2ccccc2)C2CCCC2)C1, predict the reactants needed to synthesize it. The reactants are: CC(C)(C)OC(=O)N1CC[C@@H](O)C1.O=C(O)[C@](O)(c1ccccc1)C1CCCC1. (2) Given the product NC(=O)c1cc(C(F)(F)F)cnc1Cl, predict the reactants needed to synthesize it. The reactants are: N.O=C(Cl)c1cc(C(F)(F)F)cnc1Cl. (3) Given the product CC(=O)c1cc(Cl)cc(C(F)(F)F)c1, predict the reactants needed to synthesize it. The reactants are: CC(O)c1cc(Cl)cc(C(F)(F)F)c1. (4) Given the product NCCNc1ccc(C(=O)Nc2ccccc2N)cn1, predict the reactants needed to synthesize it. The reactants are: NCCN.Nc1ccccc1NC(=O)c1ccc(Cl)nc1. (5) Given the product CN(C)Cc1cc(-c2ccc(S(C)(=O)=O)cc2)nn(CC2CC2)c1=O, predict the reactants needed to synthesize it. The reactants are: CNC.CS(=O)(=O)OCc1cc(-c2ccc(S(C)(=O)=O)cc2)nn(CC2CC2)c1=O.